This data is from Full USPTO retrosynthesis dataset with 1.9M reactions from patents (1976-2016). The task is: Predict the reactants needed to synthesize the given product. (1) Given the product [N+:28]([C:24]1[CH:23]=[C:22]([NH:19][C:20]([NH:1][C:2]2[CH:10]=[C:9]3[C:5]([CH2:6][C:7](=[O:11])[NH:8]3)=[CH:4][CH:3]=2)=[O:21])[CH:27]=[CH:26][CH:25]=1)([O-:30])=[O:29], predict the reactants needed to synthesize it. The reactants are: [NH2:1][C:2]1[CH:10]=[C:9]2[C:5]([CH2:6][C:7](=[O:11])[NH:8]2)=[CH:4][CH:3]=1.C(N(CC)CC)C.[N:19]([C:22]1[CH:27]=[CH:26][CH:25]=[C:24]([N+:28]([O-:30])=[O:29])[CH:23]=1)=[C:20]=[O:21]. (2) Given the product [Cl:1][C:2]1[C:3]([O:12][C:13]2[CH:18]=[C:17]([O:19][CH:20]([CH3:21])[CH3:22])[CH:16]=[CH:15][C:14]=2[CH2:23][CH2:24][CH2:25][OH:26])=[N:4][CH:5]=[C:6]([C:8]([F:11])([F:10])[F:9])[CH:7]=1, predict the reactants needed to synthesize it. The reactants are: [Cl:1][C:2]1[C:3]([O:12][C:13]2[CH:18]=[C:17]([O:19][CH:20]([CH3:22])[CH3:21])[CH:16]=[CH:15][C:14]=2[CH2:23][CH2:24][C:25](O)=[O:26])=[N:4][CH:5]=[C:6]([C:8]([F:11])([F:10])[F:9])[CH:7]=1.C(OC(Cl)=O)C(C)C.[BH4-].[Na+].Cl. (3) Given the product [CH:8]([C:6]1[S:7][C:3]([CH2:2][N:28]2[C:29]3[C:25](=[CH:24][CH:23]=[CH:22][C:21]=3[C:20]([F:42])([F:19])[F:43])[C:26]3([C:34]4=[CH:35][C:36]5[O:40][CH2:39][O:38][C:37]=5[CH:41]=[C:33]4[O:32][CH2:31]3)[C:27]2=[O:30])=[CH:4][N:5]=1)([CH3:10])[CH3:9], predict the reactants needed to synthesize it. The reactants are: Cl[CH2:2][C:3]1[S:7][C:6]([CH:8]([CH3:10])[CH3:9])=[N:5][CH:4]=1.BrCC1CCCCO1.[F:19][C:20]([F:43])([F:42])[C:21]1[CH:22]=[CH:23][CH:24]=[C:25]2[C:29]=1[NH:28][C:27](=[O:30])[C:26]12[C:34]2=[CH:35][C:36]3[O:40][CH2:39][O:38][C:37]=3[CH:41]=[C:33]2[O:32][CH2:31]1. (4) Given the product [CH2:19]([O:26][C:27](=[O:49])[NH:28][C@@H:29]1[CH2:34][C@@H:33]([N:35]2[C:36]3=[C:37]4[S:45][CH:44]=[CH:43][C:38]4=[N:39][CH:40]=[C:41]3[N:42]=[C:3]2[C@H:2]([OH:1])[CH3:6])[CH2:32][CH2:31][C@@H:30]1[CH2:46][C:47]#[N:48])[C:20]1[CH:21]=[CH:22][CH:23]=[CH:24][CH:25]=1, predict the reactants needed to synthesize it. The reactants are: [OH:1][C@H:2]([CH3:6])[C:3](N)=O.F[B-](F)(F)F.C([O+](CC)CC)C.[CH2:19]([O:26][C:27](=[O:49])[NH:28][C@@H:29]1[CH2:34][C@@H:33]([NH:35][C:36]2[C:41]([NH2:42])=[CH:40][N:39]=[C:38]3[CH:43]=[CH:44][S:45][C:37]=23)[CH2:32][CH2:31][C@@H:30]1[CH2:46][C:47]#[N:48])[C:20]1[CH:25]=[CH:24][CH:23]=[CH:22][CH:21]=1. (5) The reactants are: [C:1]([Si:5]([CH3:20])([CH3:19])[O:6][C:7]1[CH:15]=[C:14]2[C:10]([CH:11]=[C:12](B(O)O)[NH:13]2)=[CH:9][CH:8]=1)([CH3:4])([CH3:3])[CH3:2].[C:21]([O:25][C:26]([N:28]1[C:32]2[CH:33]=[C:34]([C:36]([CH3:44])([CH3:43])[O:37][SiH2:38][C:39]([CH3:42])([CH3:41])[CH3:40])[S:35][C:31]=2[C:30](I)=[N:29]1)=[O:27])([CH3:24])([CH3:23])[CH3:22].[C:46](=[O:49])([O-])[O-:47].[Cs+].[Cs+]. Given the product [C:1]([O:47][C:46]([N:13]1[C:14]2[C:10](=[CH:9][CH:8]=[C:7]([O:6][Si:5]([C:1]([CH3:4])([CH3:3])[CH3:2])([CH3:20])[CH3:19])[CH:15]=2)[CH:11]=[C:12]1[C:30]1[C:31]2[S:35][C:34]([C:36]([CH3:44])([CH3:43])[O:37][SiH2:38][C:39]([CH3:42])([CH3:41])[CH3:40])=[CH:33][C:32]=2[N:28]([C:26]([O:25][C:21]([CH3:24])([CH3:23])[CH3:22])=[O:27])[N:29]=1)=[O:49])([CH3:4])([CH3:3])[CH3:2], predict the reactants needed to synthesize it. (6) The reactants are: [CH3:1][C:2]1[C:3]([CH2:16][C:17]2[O:21][C:20]([C:22]([O:24]C)=[O:23])=[CH:19][CH:18]=2)=[CH:4][C:5]2[C:6]([CH3:15])([CH3:14])[CH2:7][CH2:8][C:9]([CH3:13])([CH3:12])[C:10]=2[CH:11]=1.[OH-].[Na+].Cl. Given the product [CH3:1][C:2]1[C:3]([CH2:16][C:17]2[O:21][C:20]([C:22]([OH:24])=[O:23])=[CH:19][CH:18]=2)=[CH:4][C:5]2[C:6]([CH3:15])([CH3:14])[CH2:7][CH2:8][C:9]([CH3:12])([CH3:13])[C:10]=2[CH:11]=1, predict the reactants needed to synthesize it. (7) Given the product [CH2:1]([C@H:3]1[CH2:8][CH2:7][C@H:6]([NH:9][C:10]([C@@H:12]2[CH2:14][C@H:13]2[CH2:15][N:33]2[CH2:32][CH2:31][N:30]([C:25]3[CH:26]=[CH:27][C:28]([Cl:29])=[C:23]([Cl:22])[CH:24]=3)[CH2:35][CH2:34]2)=[O:11])[CH2:5][CH2:4]1)[CH3:2], predict the reactants needed to synthesize it. The reactants are: [CH2:1]([C@H:3]1[CH2:8][CH2:7][C@H:6]([NH:9][C:10]([C@@H:12]2[CH2:14][C@H:13]2[CH2:15]OS(C)(=O)=O)=[O:11])[CH2:5][CH2:4]1)[CH3:2].Cl.[Cl:22][C:23]1[CH:24]=[C:25]([N:30]2[CH2:35][CH2:34][NH:33][CH2:32][CH2:31]2)[CH:26]=[CH:27][C:28]=1[Cl:29].Cl.ClC1C=C(N2CCNCC2)C=CC=1. (8) Given the product [CH3:18][O:19][C:2]1[CH:7]=[CH:6][N:5]=[CH:4][C:3]=1[C:8]1[N:9]=[C:10]([CH2:13][CH2:14][CH2:15][CH2:16][NH2:17])[NH:11][CH:12]=1, predict the reactants needed to synthesize it. The reactants are: Cl[C:2]1[CH:7]=[CH:6][N:5]=[CH:4][C:3]=1[C:8]1[N:9]=[C:10]([CH2:13][CH2:14][CH2:15][CH2:16][NH2:17])[NH:11][CH:12]=1.[CH3:18][O-:19].[Na+].CO.